Dataset: Catalyst prediction with 721,799 reactions and 888 catalyst types from USPTO. Task: Predict which catalyst facilitates the given reaction. (1) Reactant: [C:1]([O:5][C:6]([N:8]1[CH:12]=[CH:11][CH:10]=[C:9]1[C:13]1[CH:14]=[C:15]2[C:20](=[C:21]([C:23]3[C:32]4[C:27](=[CH:28][CH:29]=[CH:30][CH:31]=4)[CH:26]=[CH:25][CH:24]=3)[CH:22]=1)[N:19]=[C:18]([P:33]([O:38]CC)([O:35]CC)=[O:34])[CH:17]=[CH:16]2)=[O:7])([CH3:4])([CH3:3])[CH3:2].Br[Si](C)(C)C. Product: [C:1]([O:5][C:6]([N:8]1[CH:12]=[CH:11][CH:10]=[C:9]1[C:13]1[CH:14]=[C:15]2[C:20](=[C:21]([C:23]3[C:32]4[C:27](=[CH:28][CH:29]=[CH:30][CH:31]=4)[CH:26]=[CH:25][CH:24]=3)[CH:22]=1)[N:19]=[C:18]([P:33]([OH:35])([OH:38])=[O:34])[CH:17]=[CH:16]2)=[O:7])([CH3:4])([CH3:2])[CH3:3]. The catalyst class is: 2. (2) Reactant: Cl.[CH3:2][O:3][C:4]1[CH:19]=[C:18]([N:20]2[CH2:25][CH2:24][CH:23]([CH2:26][O:27]C3CCCCO3)[CH2:22][CH2:21]2)[C:7]([C:8]([O:10][CH2:11][C:12]2[CH:17]=[CH:16][CH:15]=[CH:14][CH:13]=2)=[O:9])=[CH:6][N:5]=1.C(=O)([O-])O.[Na+]. Product: [OH:27][CH2:26][CH:23]1[CH2:24][CH2:25][N:20]([C:18]2[C:7]([C:8]([O:10][CH2:11][C:12]3[CH:13]=[CH:14][CH:15]=[CH:16][CH:17]=3)=[O:9])=[CH:6][N:5]=[C:4]([O:3][CH3:2])[CH:19]=2)[CH2:21][CH2:22]1. The catalyst class is: 1. (3) Reactant: F[B-](F)(F)F.[CH:6]([C:9]1[CH:14]=[CH:13][CH:12]=[CH:11][C:10]=1[N+:15]1[CH:20]=[CH:19][C:18]([C:21]2[CH:26]=[CH:25][NH+:24]=[CH:23][CH:22]=2)=[CH:17][CH:16]=1)([CH3:8])[CH3:7].F[B-](F)(F)F.[C:32]1([CH3:54])[CH:37]=[CH:36][C:35]([S:38]([O:41][C:42]2[CH:47]=[CH:46][C:45]([N+:48]([O-:50])=[O:49])=[CH:44][C:43]=2[N+:51]([O-:53])=[O:52])(=[O:40])=[O:39])=[CH:34][CH:33]=1. Product: [S:38]([C:35]1[CH:36]=[CH:37][C:32]([CH3:54])=[CH:33][CH:34]=1)([O-:41])(=[O:40])=[O:39].[S:38]([C:35]1[CH:36]=[CH:37][C:32]([CH3:54])=[CH:33][CH:34]=1)([O-:41])(=[O:40])=[O:39].[N+:48]([C:45]1[CH:44]=[C:43]([N+:51]([O-:53])=[O:52])[CH:42]=[CH:47][C:46]=1[N+:24]1[CH:23]=[CH:22][C:21]([C:18]2[CH:17]=[CH:16][N+:15]([C:10]3[CH:11]=[CH:12][CH:13]=[CH:14][C:9]=3[CH:6]([CH3:8])[CH3:7])=[CH:20][CH:19]=2)=[CH:26][CH:25]=1)([O-:50])=[O:49]. The catalyst class is: 23. (4) The catalyst class is: 1. Product: [OH:27][C@@H:17]1[CH2:18][CH2:19][C@@:20]2([CH3:21])[C@H:15]([CH2:14][C:13](=[O:28])[C@@H:12]3[C@@H:22]2[CH2:23][CH2:24][C@@:25]2([CH3:26])[C@H:11]3[CH2:10][CH2:9][C@@H:8]2[C@H:6]([CH3:7])[CH2:5][CH2:4][C:3]([OH:29])=[O:2])[CH2:16]1. Reactant: C[O:2][C:3](=[O:29])[CH2:4][CH2:5][C@H:6]([C@@H:8]1[C@:25]2([CH3:26])[C@H:11]([C@H:12]3[C@H:22]([CH2:23][CH2:24]2)[C@:20]2([CH3:21])[C@@H:15]([CH2:16][C@H:17]([OH:27])[CH2:18][CH2:19]2)[CH2:14][C:13]3=[O:28])[CH2:10][CH2:9]1)[CH3:7].[Li+].[OH-].Cl. (5) Reactant: [CH3:1][O:2][C:3](=[O:11])[C:4]1[CH:9]=[CH:8][C:7]([NH2:10])=[CH:6][CH:5]=1.S(OCC)(O[CH2:16][CH3:17])(=O)=O.C(N(C(C)C)CC)(C)C. Product: [CH3:1][O:2][C:3](=[O:11])[C:4]1[CH:9]=[CH:8][C:7]([NH:10][CH2:16][CH3:17])=[CH:6][CH:5]=1. The catalyst class is: 6. (6) Reactant: [C:1]([C:3]1[N:8]=[CH:7][C:6]([NH:9][C@H:10]([CH2:14][CH:15]([CH3:17])[CH3:16])[C:11]([NH2:13])=[O:12])=[CH:5][C:4]=1[NH:18][C:19]1[CH:20]=[C:21]2[C:26](=[CH:27][CH:28]=1)[CH:25]=[N:24][CH:23]=[CH:22]2)#[N:2].[OH-].[Na+].OO.CC(O)=[O:35]. Product: [NH2:13][C:11](=[O:12])[C@H:10]([NH:9][C:6]1[CH:5]=[C:4]([NH:18][C:19]2[CH:20]=[C:21]3[C:26](=[CH:27][CH:28]=2)[CH:25]=[N:24][CH:23]=[CH:22]3)[C:3]([C:1]([NH2:2])=[O:35])=[N:8][CH:7]=1)[CH2:14][CH:15]([CH3:17])[CH3:16]. The catalyst class is: 593. (7) Reactant: C([SiH2][O:6][C:7](C)(C)[CH:8]([NH:17][C:18]([CH:20]1[N:24]2[C:25](=[O:44])[CH:26]([NH:31][C:32]([C:34]3[CH:43]=[CH:42][C:41]4[C:36](=[CH:37][CH:38]=[CH:39][CH:40]=4)[CH:35]=3)=[O:33])[CH2:27][CH:28]=[CH:29][CH2:30][CH:23]2[CH2:22][CH2:21]1)=[O:19])[CH2:9][C:10]([NH:12][S:13]([CH3:16])(=[O:15])=[O:14])=[O:11])(C)(C)C.P([O-])([O-])([O-])=O. Product: [OH:6][CH2:7][CH:8]([NH:17][C:18]([CH:20]1[N:24]2[C:25](=[O:44])[CH:26]([NH:31][C:32]([C:34]3[CH:43]=[CH:42][C:41]4[C:36](=[CH:37][CH:38]=[CH:39][CH:40]=4)[CH:35]=3)=[O:33])[CH2:27][CH:28]=[CH:29][CH2:30][CH:23]2[CH2:22][CH2:21]1)=[O:19])[CH2:9][C:10]([NH:12][S:13]([CH3:16])(=[O:14])=[O:15])=[O:11]. The catalyst class is: 859.